Task: Predict the reaction yield, written as a fraction of the theoretical maximum amount of product (1.0 means a 100% yield; for example, 0.34 means a 34% yield).. Dataset: Reaction yield outcomes from USPTO patents with 853,638 reactions (1) The reactants are [F:1][C:2]1[CH:3]=[C:4]([C@@:15]([C:24]2[CH:29]=[CH:28][C:27]([F:30])=[CH:26][CH:25]=2)([NH2:23])[CH2:16][C:17]2[CH:22]=[CH:21][CH:20]=[CH:19][CH:18]=2)[CH:5]=[C:6]([O:8][C:9]([F:14])([F:13])[CH:10]([F:12])[F:11])[CH:7]=1.[C:31]([O:35][C:36]([N:38]1[CH2:42][C@H:41]([F:43])[CH2:40][C@H:39]1[C:44](O)=[O:45])=[O:37])([CH3:34])([CH3:33])[CH3:32].CCN=C=NCCCN(C)C. The catalyst is C(Cl)Cl.CN(C1C=CN=CC=1)C. The product is [F:43][C@H:41]1[CH2:42][N:38]([C:36]([O:35][C:31]([CH3:32])([CH3:33])[CH3:34])=[O:37])[C@H:39]([C:44](=[O:45])[NH:23][C@@:15]([C:4]2[CH:5]=[C:6]([O:8][C:9]([F:14])([F:13])[CH:10]([F:12])[F:11])[CH:7]=[C:2]([F:1])[CH:3]=2)([C:24]2[CH:29]=[CH:28][C:27]([F:30])=[CH:26][CH:25]=2)[CH2:16][C:17]2[CH:22]=[CH:21][CH:20]=[CH:19][CH:18]=2)[CH2:40]1. The yield is 0.640. (2) The reactants are [CH2:1]([N:3]1[C:11]2[CH:10]=[C:9]3[N:12]([CH2:41][O:42][CH2:43][CH2:44][Si:45]([CH3:48])([CH3:47])[CH3:46])[C:13]([C:15]4[C:23]5[C:18](=[CH:19][C:20](B6OC(C)(C)C(C)(C)O6)=[CH:21][CH:22]=5)[N:17]([CH2:33][O:34][CH2:35][CH2:36][Si:37]([CH3:40])([CH3:39])[CH3:38])[N:16]=4)=[N:14][C:8]3=[CH:7][C:6]=2[C:5]([CH3:50])(C)[C:4]1=O)[CH3:2].Br[C:53]1[CH:58]=[CH:57][CH:56]=[CH:55][CH:54]=1.[C:59](=[O:62])(O)[O-].[Na+].O. The catalyst is C1(C)C=CC=CC=1.CO. The product is [CH2:1]([N:3]1[C:11]2[CH:10]=[C:9]3[N:12]([CH2:41][O:42][CH2:43][CH2:44][Si:45]([CH3:47])([CH3:48])[CH3:46])[C:13]([C:15]4[C:23]5[C:18](=[CH:19][C:20]([C:53]6[CH:58]=[CH:57][CH:56]=[CH:55][CH:54]=6)=[CH:21][CH:22]=5)[N:17]([CH2:33][O:34][CH2:35][CH2:36][Si:37]([CH3:38])([CH3:40])[CH3:39])[N:16]=4)=[N:14][C:8]3=[CH:7][C:6]=2[C:5]([CH3:4])([CH3:50])[C:59]1=[O:62])[CH3:2]. The yield is 0.400. (3) The reactants are [Br:1][C:2]1[CH:11]=[C:10]2[C:5]([C:6](=[O:12])[CH2:7][CH2:8][O:9]2)=[CH:4][CH:3]=1.CS(O)(=O)=O.[N-:18]=[N+]=[N-].[Na+].[OH-].[Na+]. The catalyst is C(Cl)Cl.O. The product is [Br:1][C:2]1[CH:3]=[CH:4][C:5]2[C:6](=[O:12])[NH:18][CH2:7][CH2:8][O:9][C:10]=2[CH:11]=1. The yield is 1.00. (4) The reactants are [CH3:1][C:2]([C:6]1[CH:11]=[CH:10][C:9]([N+:12]([O-])=O)=[CH:8][CH:7]=1)([CH3:5])[C:3]#[N:4]. The catalyst is C(OCC)(=O)C.[Pd]. The product is [NH2:12][C:9]1[CH:8]=[CH:7][C:6]([C:2]([CH3:5])([CH3:1])[C:3]#[N:4])=[CH:11][CH:10]=1. The yield is 0.990.